From a dataset of Full USPTO retrosynthesis dataset with 1.9M reactions from patents (1976-2016). Predict the reactants needed to synthesize the given product. Given the product [Br:13][C:4]1[C:5]([N+:10]([O-:12])=[O:11])=[CH:6][C:7]([O:8][CH3:9])=[C:2]([O:15][CH3:14])[N:3]=1, predict the reactants needed to synthesize it. The reactants are: Br[C:2]1[C:7]([O:8][CH3:9])=[CH:6][C:5]([N+:10]([O-:12])=[O:11])=[C:4]([Br:13])[N:3]=1.[CH3:14][O-:15].[Na+].O.